From a dataset of Rat liver microsome stability data. Regression/Classification. Given a drug SMILES string, predict its absorption, distribution, metabolism, or excretion properties. Task type varies by dataset: regression for continuous measurements (e.g., permeability, clearance, half-life) or binary classification for categorical outcomes (e.g., BBB penetration, CYP inhibition). Dataset: rlm. (1) The drug is Cc1cnc(NCCc2ccc(C(F)(F)F)cc2)c(=O)n1CC(=O)NCCON=C(N)N. The result is 1 (stable in rat liver microsomes). (2) The compound is N#Cc1c(N)ncnc1N1CCC[C@H]1c1nc2cccc(F)c2c(=O)n1Cc1ccccc1. The result is 1 (stable in rat liver microsomes). (3) The result is 1 (stable in rat liver microsomes). The molecule is COc1ccc(-n2nc(C3CCN(C(=O)Cc4ccc(F)cc4)CC3)nc2O)cc1. (4) The drug is CCc1ccc(NC(=O)c2[nH]c(C)c(C(C)=O)c2C)cc1S(=O)(=O)Nc1ccc(Br)cc1. The result is 1 (stable in rat liver microsomes).